Task: Predict the reaction yield, written as a fraction of the theoretical maximum amount of product (1.0 means a 100% yield; for example, 0.34 means a 34% yield).. Dataset: Reaction yield outcomes from USPTO patents with 853,638 reactions (1) The reactants are [C:1]([N:9]1[CH2:22][CH2:21][C:20]2[C:19]3[CH:18]=[C:17](Br)[CH:16]=[CH:15][C:14]=3[NH:13][C:12]=2[CH2:11][CH2:10]1)(=[O:8])[C:2]1[CH:7]=[CH:6][CH:5]=[CH:4][CH:3]=1.[C:24]1(B(O)O)[CH:29]=[CH:28][CH:27]=[CH:26][CH:25]=1.CCOC(C)=O.CCCCCC. The catalyst is C(COC)OC.C(=O)([O-])[O-].[Na+].[Na+].C1C=CC([P]([Pd]([P](C2C=CC=CC=2)(C2C=CC=CC=2)C2C=CC=CC=2)([P](C2C=CC=CC=2)(C2C=CC=CC=2)C2C=CC=CC=2)[P](C2C=CC=CC=2)(C2C=CC=CC=2)C2C=CC=CC=2)(C2C=CC=CC=2)C2C=CC=CC=2)=CC=1. The product is [C:1]([N:9]1[CH2:22][CH2:21][C:20]2[C:19]3[CH:18]=[C:17]([C:24]4[CH:29]=[CH:28][CH:27]=[CH:26][CH:25]=4)[CH:16]=[CH:15][C:14]=3[NH:13][C:12]=2[CH2:11][CH2:10]1)(=[O:8])[C:2]1[CH:7]=[CH:6][CH:5]=[CH:4][CH:3]=1. The yield is 0.560. (2) The reactants are C(=O)([O-])[O-].[Na+].[Na+].[O:7]1[CH2:12][CH:11]=[C:10](B2OC(C)(C)C(C)(C)O2)[CH2:9][CH2:8]1.Br[C:23]1[CH:28]=[CH:27][N:26]=[C:25]([F:29])[CH:24]=1.[Cl-].[NH4+]. The catalyst is COCCOC.C1C=CC(P(C2C=CC=CC=2)C2C=CC=CC=2)=CC=1.C1C=CC(P(C2C=CC=CC=2)C2C=CC=CC=2)=CC=1.C1C=CC(P(C2C=CC=CC=2)C2C=CC=CC=2)=CC=1.C1C=CC(P(C2C=CC=CC=2)C2C=CC=CC=2)=CC=1.[Pd].C(OCC)(=O)C. The product is [O:7]1[CH2:12][CH:11]=[C:10]([C:23]2[CH:28]=[CH:27][N:26]=[C:25]([F:29])[CH:24]=2)[CH2:9][CH2:8]1. The yield is 0.890. (3) The reactants are [O:1]=[C:2]1[CH2:10][C:9]2[C:4](=[CH:5][C:6]([C:11]([C:13]3[CH:14]=[C:15]([NH:19][C:20]([C:22]4[C:23]([CH3:29])=[N:24][N:25]([CH3:28])[C:26]=4[Cl:27])=[O:21])[CH:16]=[CH:17][CH:18]=3)=[O:12])=[CH:7][CH:8]=2)[NH:3]1.[CH:30](OCC)=[O:31].[O-]CC.[Na+].Cl. The catalyst is C(O)C. The product is [OH:31][CH:30]=[C:10]1[C:9]2[C:4](=[CH:5][C:6]([C:11]([C:13]3[CH:14]=[C:15]([NH:19][C:20]([C:22]4[C:23]([CH3:29])=[N:24][N:25]([CH3:28])[C:26]=4[Cl:27])=[O:21])[CH:16]=[CH:17][CH:18]=3)=[O:12])=[CH:7][CH:8]=2)[NH:3][C:2]1=[O:1]. The yield is 0.590. (4) The reactants are [CH:1]1([N:6]2[CH2:11][CH2:10][N:9]([C:12]([C:14]3[CH:15]=[C:16]4[C:20](=[CH:21][CH:22]=3)[NH:19][C:18]([C:23]([N:25]3[CH2:30][CH2:29][C:28]([F:32])([F:31])[CH2:27][CH2:26]3)=[O:24])=[CH:17]4)=[O:13])[CH2:8][CH2:7]2)[CH2:5][CH2:4][CH2:3][CH2:2]1.[Cl:33][C:34]1[CH:39]=[CH:38][C:37](B(O)O)=[CH:36][CH:35]=1.N1C=CC=CC=1. The catalyst is ClCCl.C([O-])(=O)C.[Cu+2].C([O-])(=O)C. The product is [Cl:33][C:34]1[CH:39]=[CH:38][C:37]([N:19]2[C:20]3[C:16](=[CH:15][C:14]([C:12]([N:9]4[CH2:8][CH2:7][N:6]([CH:1]5[CH2:5][CH2:4][CH2:3][CH2:2]5)[CH2:11][CH2:10]4)=[O:13])=[CH:22][CH:21]=3)[CH:17]=[C:18]2[C:23]([N:25]2[CH2:26][CH2:27][C:28]([F:31])([F:32])[CH2:29][CH2:30]2)=[O:24])=[CH:36][CH:35]=1. The yield is 0.230. (5) The reactants are [NH2:1][C:2]1[NH:6][N:5]=[C:4]([CH2:7][OH:8])[N:3]=1.[CH3:9][C:10](=O)[CH2:11][C:12](=O)[CH3:13]. The catalyst is C(O)(=O)C. The product is [CH3:9][C:10]1[CH:11]=[C:12]([CH3:13])[N:6]2[N:5]=[C:4]([CH2:7][OH:8])[N:3]=[C:2]2[N:1]=1. The yield is 0.950. (6) The reactants are C([O:8][C:9]1[CH:14]=[CH:13][C:12]([C:15]2[N:19]([CH:20]3[CH2:25][CH2:24][CH2:23][CH2:22][CH2:21]3)[N:18]=[C:17](/[CH:26]=[CH:27]/[C:28]([O:30][CH3:31])=[O:29])[CH:16]=2)=[CH:11][CH:10]=1)C1C=CC=CC=1.B(Cl)(Cl)Cl. The catalyst is C(Cl)Cl. The product is [CH:20]1([N:19]2[C:15]([C:12]3[CH:11]=[CH:10][C:9]([OH:8])=[CH:14][CH:13]=3)=[CH:16][C:17](/[CH:26]=[CH:27]/[C:28]([O:30][CH3:31])=[O:29])=[N:18]2)[CH2:21][CH2:22][CH2:23][CH2:24][CH2:25]1. The yield is 1.00. (7) The reactants are [CH:1](=[C:8]1[C:16]2[C:11](=[N:12][CH:13]=[C:14]([C:17]3[CH:22]=[C:21]([O:23][CH3:24])[C:20]([O:25][CH3:26])=[C:19]([O:27][CH3:28])[CH:18]=3)[CH:15]=2)[NH:10][C:9]1=[O:29])[C:2]1[CH:7]=[CH:6][CH:5]=[CH:4][CH:3]=1.C1COCC1.O.[BH4-].[Na+]. The catalyst is CO. The product is [CH2:1]([CH:8]1[C:16]2[C:11](=[N:12][CH:13]=[C:14]([C:17]3[CH:18]=[C:19]([O:27][CH3:28])[C:20]([O:25][CH3:26])=[C:21]([O:23][CH3:24])[CH:22]=3)[CH:15]=2)[NH:10][C:9]1=[O:29])[C:2]1[CH:7]=[CH:6][CH:5]=[CH:4][CH:3]=1. The yield is 0.130.